Dataset: Forward reaction prediction with 1.9M reactions from USPTO patents (1976-2016). Task: Predict the product of the given reaction. Given the reactants [NH2:1][CH2:2][C:3]1[C:8]([CH3:9])=[N:7][C:6]2[N:10]([CH2:13][CH3:14])[N:11]=[CH:12][C:5]=2[C:4]=1[NH:15][CH:16]1[CH2:21][CH2:20][O:19][CH2:18][CH2:17]1.[C:22]([NH:25][C:26]1[CH:34]=[CH:33][C:29]([C:30](Cl)=[O:31])=[CH:28][CH:27]=1)(=[O:24])[CH3:23].CCN(C(C)C)C(C)C, predict the reaction product. The product is: [C:22]([NH:25][C:26]1[CH:34]=[CH:33][C:29]([C:30]([NH:1][CH2:2][C:3]2[C:4]([NH:15][CH:16]3[CH2:17][CH2:18][O:19][CH2:20][CH2:21]3)=[C:5]3[CH:12]=[N:11][N:10]([CH2:13][CH3:14])[C:6]3=[N:7][C:8]=2[CH3:9])=[O:31])=[CH:28][CH:27]=1)(=[O:24])[CH3:23].